From a dataset of Forward reaction prediction with 1.9M reactions from USPTO patents (1976-2016). Predict the product of the given reaction. (1) The product is: [CH3:1][S:2][C:3](=[NH:30])[C:4]([C:18]1[CH:19]=[C:20]([O:28][CH3:29])[C:21]2[O:26][CH2:25][O:24][CH2:23][C:22]=2[CH:27]=1)=[N:5][C:6]1[CH:11]=[CH:10][C:9]([C:12]2[N:16]=[C:15]([CH3:17])[O:14][N:13]=2)=[CH:8][CH:7]=1. Given the reactants [CH3:1][S:2][C:3](=[NH:30])[CH:4]([C:18]1[CH:19]=[C:20]([O:28][CH3:29])[C:21]2[O:26][CH2:25][O:24][CH2:23][C:22]=2[CH:27]=1)[NH:5][C:6]1[CH:11]=[CH:10][C:9]([C:12]2[N:16]=[C:15]([CH3:17])[O:14][N:13]=2)=[CH:8][CH:7]=1, predict the reaction product. (2) Given the reactants [N:1]1([CH2:6][CH2:7][C:8]([OH:10])=[O:9])[CH2:5][CH2:4][CH2:3][CH2:2]1.C1(N=C=NC2CCCCC2)CCCCC1.[CH3:26][O:27][C:28]([N:30]1[C@@H:38]2[C@@H:33]([C@@:34](O)([C:39]#[C:40][C:41]3[CH:42]=[C:43]([CH3:47])[CH:44]=[CH:45][CH:46]=3)[CH2:35][CH2:36][CH2:37]2)[CH2:32][CH2:31]1)=[O:29], predict the reaction product. The product is: [CH3:26][O:27][C:28]([N:30]1[C@H:38]2[C@H:33]([C@:34]([O:9][C:8](=[O:10])[CH2:7][CH2:6][N:1]3[CH2:5][CH2:4][CH2:3][CH2:2]3)([C:39]#[C:40][C:41]3[CH:42]=[C:43]([CH3:47])[CH:44]=[CH:45][CH:46]=3)[CH2:35][CH2:36][CH2:37]2)[CH2:32][CH2:31]1)=[O:29]. (3) Given the reactants [CH3:1][O:2][C:3]1[CH:12]=[C:11]2[C:6]([CH:7]=[CH:8][C:9]([OH:13])=[CH:10]2)=[CH:5][CH:4]=1.[Cl-].[CH3:15][O:16][C:17]1[C:29]([O:30][CH3:31])=[CH:28][CH:27]=[CH:26][C:18]=1[CH:19]=[N+:20]1[CH2:25][CH2:24][O:23][CH2:22][CH2:21]1, predict the reaction product. The product is: [CH3:15][O:16][C:17]1[C:29]([O:30][CH3:31])=[CH:28][CH:27]=[CH:26][C:18]=1[CH:19]([N:20]1[CH2:21][CH2:22][O:23][CH2:24][CH2:25]1)[C:10]1[C:11]2[C:6](=[CH:5][CH:4]=[C:3]([O:2][CH3:1])[CH:12]=2)[CH:7]=[CH:8][C:9]=1[OH:13]. (4) Given the reactants [O:1]([CH2:8][CH2:9][CH2:10][CH2:11][CH2:12][CH2:13][CH2:14][CH2:15][CH2:16][CH2:17][CH2:18][Si:19](Cl)([Cl:21])[Cl:20])[C:2]1[CH:7]=[CH:6][CH:5]=[CH:4][CH:3]=1.C[SiH](Cl)Cl, predict the reaction product. The product is: [O:1]([CH2:8][CH2:9][CH2:10][CH2:11][CH2:12][CH2:13][CH2:14][CH2:15][CH2:16][CH2:17][CH2:18][SiH:19]([Cl:21])[Cl:20])[C:2]1[CH:7]=[CH:6][CH:5]=[CH:4][CH:3]=1.